This data is from Forward reaction prediction with 1.9M reactions from USPTO patents (1976-2016). The task is: Predict the product of the given reaction. (1) Given the reactants C([O:3][C:4]([C:6]1[C:11]([C:12]([O:14][CH2:15][CH3:16])=[O:13])=[CH:10][N:9]=[C:8]([S:17][CH3:18])[N:7]=1)=[CH2:5])C.Cl, predict the reaction product. The product is: [C:4]([C:6]1[C:11]([C:12]([O:14][CH2:15][CH3:16])=[O:13])=[CH:10][N:9]=[C:8]([S:17][CH3:18])[N:7]=1)(=[O:3])[CH3:5]. (2) Given the reactants [O:1]=[C:2]1[NH:10][C:5]2=[N:6][CH:7]=[CH:8][CH:9]=[C:4]2[C@:3]21[CH2:24][C:13]1[CH:14]=[C:15]3[C:20](=[CH:21][C:12]=1[CH2:11]2)[N:19]=[C:18]([CH:22]=[O:23])[CH:17]=[CH:16]3.[BH4-].[Na+], predict the reaction product. The product is: [OH:23][CH2:22][C:18]1[CH:17]=[CH:16][C:15]2[C:20](=[CH:21][C:12]3[CH2:11][C@:3]4([C:4]5[C:5](=[N:6][CH:7]=[CH:8][CH:9]=5)[NH:10][C:2]4=[O:1])[CH2:24][C:13]=3[CH:14]=2)[N:19]=1. (3) Given the reactants [CH3:1][C:2]1[C:10](OS(C(F)(F)F)(=O)=O)=[CH:9][CH:8]=[C:7]2[C:3]=1[CH2:4][O:5][C:6]2=[O:19].[CH:20]([O:22][CH2:23][CH2:24][CH2:25][CH3:26])=[CH2:21].CCN(CC)CC.C1C=CC(P(C2C=CC=CC=2)CCCP(C2C=CC=CC=2)C2C=CC=CC=2)=CC=1, predict the reaction product. The product is: [CH2:23]([O:22][C:20]([C:10]1[C:2]([CH3:1])=[C:3]2[C:7](=[CH:8][CH:9]=1)[C:6](=[O:19])[O:5][CH2:4]2)=[CH2:21])[CH2:24][CH2:25][CH3:26]. (4) Given the reactants [CH3:1][O:2][C:3](=[O:11])[CH2:4][CH2:5][CH2:6][CH2:7][C:8](=[O:10])[CH3:9].[BH4-].[Na+], predict the reaction product. The product is: [CH3:1][O:2][C:3](=[O:11])[CH2:4][CH2:5][CH2:6][CH2:7][CH:8]([OH:10])[CH3:9]. (5) The product is: [C:7]([C:6]1[CH:9]=[C:2]([NH:1][C:18](=[O:19])[N:17]([CH3:21])[CH3:16])[CH:3]=[CH:4][C:5]=1[S:10]([CH:13]([CH3:15])[CH3:14])(=[O:12])=[O:11])#[N:8]. Given the reactants [NH2:1][C:2]1[CH:3]=[CH:4][C:5]([S:10]([CH:13]([CH3:15])[CH3:14])(=[O:12])=[O:11])=[C:6]([CH:9]=1)[C:7]#[N:8].[CH3:16][N:17]([CH3:21])[C:18](Cl)=[O:19], predict the reaction product. (6) Given the reactants [NH2:1][C:2](=[N:23][OH:24])[C:3]1[CH:8]=[CH:7][N:6]=[C:5]([N:9]2[CH2:14][CH2:13][N:12]([C:15](=[O:22])[CH2:16][CH2:17][C:18]([CH3:21])([CH3:20])[CH3:19])[CH2:11][CH2:10]2)[CH:4]=1.[CH:25]1([C:28](Cl)=O)[CH2:27][CH2:26]1, predict the reaction product. The product is: [CH3:19][C:18]([CH3:20])([CH3:21])[CH2:17][CH2:16][C:15]([N:12]1[CH2:13][CH2:14][N:9]([C:5]2[CH:4]=[C:3]([C:2]3[N:1]=[C:28]([CH:25]4[CH2:27][CH2:26]4)[O:24][N:23]=3)[CH:8]=[CH:7][N:6]=2)[CH2:10][CH2:11]1)=[O:22]. (7) The product is: [CH:15]1([C:8]2[N:7]=[C:6]([N:22]3[CH2:23][CH2:24][N:25]([C:28]4[CH:33]=[CH:32][CH:31]=[CH:30][C:29]=4[O:34][CH3:35])[CH2:26][CH2:27]3)[C:5]3[C:10](=[CH:11][C:12]([O:13][CH3:14])=[C:3]([O:2][CH3:1])[CH:4]=3)[N:9]=2)[CH2:16][CH2:17][CH2:18][CH2:19][CH2:20]1. Given the reactants [CH3:1][O:2][C:3]1[CH:4]=[C:5]2[C:10](=[CH:11][C:12]=1[O:13][CH3:14])[N:9]=[C:8]([CH:15]1[CH2:20][CH2:19][CH:18](C)[CH2:17][CH2:16]1)[N:7]=[C:6]2[N:22]1[CH2:27][CH2:26][N:25]([C:28]2[CH:33]=[CH:32][CH:31]=[CH:30][C:29]=2[O:34][CH3:35])[CH2:24][CH2:23]1.C1(C(O)=O)CCCCC1, predict the reaction product.